This data is from NCI-60 drug combinations with 297,098 pairs across 59 cell lines. The task is: Regression. Given two drug SMILES strings and cell line genomic features, predict the synergy score measuring deviation from expected non-interaction effect. (1) Drug 1: C1C(C(OC1N2C=C(C(=O)NC2=O)F)CO)O. Drug 2: C(CCl)NC(=O)N(CCCl)N=O. Cell line: EKVX. Synergy scores: CSS=1.24, Synergy_ZIP=-0.479, Synergy_Bliss=-0.802, Synergy_Loewe=0.201, Synergy_HSA=-1.07. (2) Drug 1: CC1OCC2C(O1)C(C(C(O2)OC3C4COC(=O)C4C(C5=CC6=C(C=C35)OCO6)C7=CC(=C(C(=C7)OC)O)OC)O)O. Drug 2: CC(C1=C(C=CC(=C1Cl)F)Cl)OC2=C(N=CC(=C2)C3=CN(N=C3)C4CCNCC4)N. Cell line: LOX IMVI. Synergy scores: CSS=35.7, Synergy_ZIP=1.44, Synergy_Bliss=2.23, Synergy_Loewe=4.39, Synergy_HSA=5.19. (3) Drug 1: CC12CCC3C(C1CCC2=O)CC(=C)C4=CC(=O)C=CC34C. Drug 2: COC1=NC(=NC2=C1N=CN2C3C(C(C(O3)CO)O)O)N. Cell line: IGROV1. Synergy scores: CSS=28.7, Synergy_ZIP=4.80, Synergy_Bliss=3.74, Synergy_Loewe=-6.53, Synergy_HSA=1.00. (4) Drug 1: CC1=C2C(C(=O)C3(C(CC4C(C3C(C(C2(C)C)(CC1OC(=O)C(C(C5=CC=CC=C5)NC(=O)OC(C)(C)C)O)O)OC(=O)C6=CC=CC=C6)(CO4)OC(=O)C)OC)C)OC. Drug 2: C1=CC(=CC=C1CC(C(=O)O)N)N(CCCl)CCCl.Cl. Cell line: T-47D. Synergy scores: CSS=31.9, Synergy_ZIP=-4.16, Synergy_Bliss=-3.79, Synergy_Loewe=-9.79, Synergy_HSA=-2.38. (5) Drug 1: CN(CC1=CN=C2C(=N1)C(=NC(=N2)N)N)C3=CC=C(C=C3)C(=O)NC(CCC(=O)O)C(=O)O. Drug 2: C1C(C(OC1N2C=NC3=C(N=C(N=C32)Cl)N)CO)O. Cell line: OVCAR-5. Synergy scores: CSS=31.8, Synergy_ZIP=-4.36, Synergy_Bliss=-5.52, Synergy_Loewe=-15.8, Synergy_HSA=-3.57. (6) Drug 1: C1=CC(=CC=C1CCCC(=O)O)N(CCCl)CCCl. Drug 2: C1CCC(C(C1)N)N.C(=O)(C(=O)[O-])[O-].[Pt+4]. Cell line: HOP-92. Synergy scores: CSS=33.2, Synergy_ZIP=-10.5, Synergy_Bliss=-7.77, Synergy_Loewe=-3.86, Synergy_HSA=-1.99. (7) Drug 1: C1=CC(=C2C(=C1NCCNCCO)C(=O)C3=C(C=CC(=C3C2=O)O)O)NCCNCCO. Drug 2: CCC1(CC2CC(C3=C(CCN(C2)C1)C4=CC=CC=C4N3)(C5=C(C=C6C(=C5)C78CCN9C7C(C=CC9)(C(C(C8N6C)(C(=O)OC)O)OC(=O)C)CC)OC)C(=O)OC)O.OS(=O)(=O)O. Cell line: CCRF-CEM. Synergy scores: CSS=78.1, Synergy_ZIP=3.29, Synergy_Bliss=3.62, Synergy_Loewe=2.96, Synergy_HSA=6.21.